Dataset: Catalyst prediction with 721,799 reactions and 888 catalyst types from USPTO. Task: Predict which catalyst facilitates the given reaction. (1) Reactant: [Cl:1][C:2]1[CH:7]=[CH:6][CH:5]=[CH:4][C:3]=1[OH:8].[OH-].[Na+].O.[O:12]1[CH2:14][CH:13]1[CH2:15]OS(C1C=CC=C([N+]([O-])=O)C=1)(=O)=O. Product: [Cl:1][C:2]1[CH:7]=[CH:6][CH:5]=[CH:4][C:3]=1[O:8][CH2:15][CH:13]1[CH2:14][O:12]1. The catalyst class is: 3. (2) Reactant: N[C:2]1[CH:3]=[C:4]2[C:9](=[CH:10][C:11]=1OC)[NH:8][C:7](=O)[CH:6]=[C:5]2C(F)(F)F.[F-].[Cs+].C(I)(C)C. Product: [N:8]1[C:9]2[C:4](=[CH:3][CH:2]=[CH:11][CH:10]=2)[CH:5]=[CH:6][CH:7]=1. The catalyst class is: 3. (3) Reactant: [C:1]([O:5][C:6]([NH:8][CH:9]1[CH2:13][CH2:12][N:11]([C:14]2[CH:19]=[CH:18][C:17]([NH:20][C:21]3[N:26]=[C:25]([NH:27][CH:28]4[CH2:32][CH2:31][CH2:30][CH2:29]4)[C:24]([N+:33]([O-])=O)=[CH:23][N:22]=3)=[CH:16][CH:15]=2)[CH2:10]1)=[O:7])([CH3:4])([CH3:3])[CH3:2]. Product: [NH2:33][C:24]1[C:25]([NH:27][CH:28]2[CH2:29][CH2:30][CH2:31][CH2:32]2)=[N:26][C:21]([NH:20][C:17]2[CH:16]=[CH:15][C:14]([N:11]3[CH2:12][CH2:13][CH:9]([NH:8][C:6]([O:5][C:1]([CH3:4])([CH3:3])[CH3:2])=[O:7])[CH2:10]3)=[CH:19][CH:18]=2)=[N:22][CH:23]=1. The catalyst class is: 45. (4) Reactant: [Li]C(CC)C.CN(CCN(C)C)C.[CH3:14][O:15][C:16]1[CH:17]=[C:18]([C:22]([N:24]2[CH2:28][CH2:27][CH2:26][CH2:25]2)=[O:23])[CH:19]=[CH:20][CH:21]=1.[Li].[B:30](OC)([O:33]C)[O:31]C. Product: [CH3:14][O:15][C:16]1[CH:21]=[CH:20][CH:19]=[C:18]([C:22]([N:24]2[CH2:28][CH2:27][CH2:26][CH2:25]2)=[O:23])[C:17]=1[B:30]([OH:33])[OH:31]. The catalyst class is: 1.